This data is from Full USPTO retrosynthesis dataset with 1.9M reactions from patents (1976-2016). The task is: Predict the reactants needed to synthesize the given product. The reactants are: [N+:1]([C:4]1[CH:9]=[C:8]([N+:10]([O-])=O)[CH:7]=[CH:6][C:5]=1[CH2:13][C:14]([OH:16])=[O:15])([O-])=O.[H][H]. Given the product [NH2:1][C:4]1[CH:9]=[C:8]([NH2:10])[CH:7]=[CH:6][C:5]=1[CH2:13][C:14]([OH:16])=[O:15], predict the reactants needed to synthesize it.